Dataset: Forward reaction prediction with 1.9M reactions from USPTO patents (1976-2016). Task: Predict the product of the given reaction. (1) Given the reactants [CH3:1][O:2][C:3]1[CH:23]=[CH:22][C:6]([CH2:7][NH:8][S:9]([C:12]2[CH:21]=[CH:20][C:15]([C:16]([O:18]C)=[O:17])=[CH:14][CH:13]=2)(=[O:11])=[O:10])=[CH:5][CH:4]=1.[CH3:24][CH2:25][CH2:26]Br, predict the reaction product. The product is: [CH3:1][O:2][C:3]1[CH:23]=[CH:22][C:6]([CH2:7][N:8]([CH2:24][CH2:25][CH3:26])[S:9]([C:12]2[CH:13]=[CH:14][C:15]([C:16]([OH:18])=[O:17])=[CH:20][CH:21]=2)(=[O:11])=[O:10])=[CH:5][CH:4]=1. (2) Given the reactants Br[C:2]1[CH:23]=[CH:22][C:5]2[C:6]3[N:7]([CH:11]=[C:12]([C:14]4[N:18]([CH:19]([CH3:21])[CH3:20])[N:17]=[CH:16][N:15]=4)[N:13]=3)[CH2:8][CH2:9][O:10][C:4]=2[CH:3]=1.[CH2:24]([N:26]([CH2:43][CH3:44])[CH2:27][CH2:28][N:29]1[CH:33]=[C:32](B2OC(C)(C)C(C)(C)O2)[CH:31]=[N:30]1)[CH3:25].C(=O)([O-])[O-].[K+].[K+].C(#N)C, predict the reaction product. The product is: [CH2:43]([N:26]([CH2:24][CH3:25])[CH2:27][CH2:28][N:29]1[CH:33]=[C:32]([C:2]2[CH:23]=[CH:22][C:5]3[C:6]4[N:7]([CH:11]=[C:12]([C:14]5[N:18]([CH:19]([CH3:21])[CH3:20])[N:17]=[CH:16][N:15]=5)[N:13]=4)[CH2:8][CH2:9][O:10][C:4]=3[CH:3]=2)[CH:31]=[N:30]1)[CH3:44]. (3) Given the reactants [Br:1][C:2]1[CH:7]=[CH:6][C:5]([C:8]2[C:9]3[C:14]([CH:15]=[C:16]4[C:21]=2[CH:20]=[CH:19][CH:18]=[CH:17]4)=[CH:13][CH:12]=[CH:11][CH:10]=3)=[CH:4][CH:3]=1.C1C(=O)N([Br:29])C(=O)C1, predict the reaction product. The product is: [Br:29][C:15]1[C:16]2[C:21]([C:8]([C:5]3[CH:6]=[CH:7][C:2]([Br:1])=[CH:3][CH:4]=3)=[C:9]3[C:14]=1[CH:13]=[CH:12][CH:11]=[CH:10]3)=[CH:20][CH:19]=[CH:18][CH:17]=2. (4) Given the reactants ClC(Cl)(O[C:5](=[O:11])OC(Cl)(Cl)Cl)Cl.[CH3:13][NH:14][CH2:15][CH:16]1[CH2:21][CH2:20][N:19]([C:22]2[CH:27]=[CH:26][C:25](C(F)(F)F)=[CH:24][CH:23]=2)[CH2:18][CH2:17]1.C(N([CH2:37][CH3:38])CC)C.[N+:39]([C:42]1[CH:47]=[CH:46][C:45]([NH:48][CH:49]2[CH2:54][CH2:53][NH:52][CH2:51][CH2:50]2)=[CH:44][C:43]=1[C:55]([F:58])([F:57])[F:56])([O-:41])=[O:40].[OH2:59], predict the reaction product. The product is: [CH2:37]([O:59][C:25]1[CH:24]=[CH:23][C:22]([N:19]2[CH2:18][CH2:17][CH:16]([CH2:15][N:14]([CH3:13])[C:5]([N:52]3[CH2:51][CH2:50][CH:49]([NH:48][C:45]4[CH:46]=[CH:47][C:42]([N+:39]([O-:41])=[O:40])=[C:43]([C:55]([F:58])([F:56])[F:57])[CH:44]=4)[CH2:54][CH2:53]3)=[O:11])[CH2:21][CH2:20]2)=[CH:27][CH:26]=1)[CH3:38].